From a dataset of Full USPTO retrosynthesis dataset with 1.9M reactions from patents (1976-2016). Predict the reactants needed to synthesize the given product. Given the product [Br:1][C:2]1[N:3]([CH2:8][C:9]2[CH:14]=[CH:13][CH:12]=[C:11]([F:15])[CH:10]=2)[C:4](=[O:7])[N:5]([CH2:17][C:18]([O:20][CH3:21])=[O:19])[N:6]=1, predict the reactants needed to synthesize it. The reactants are: [Br:1][C:2]1[N:3]([CH2:8][C:9]2[CH:14]=[CH:13][CH:12]=[C:11]([F:15])[CH:10]=2)[C:4](=[O:7])[NH:5][N:6]=1.Cl[CH2:17][C:18]([O:20][CH3:21])=[O:19].C(=O)([O-])[O-].[K+].[K+].Cl.